This data is from Full USPTO retrosynthesis dataset with 1.9M reactions from patents (1976-2016). The task is: Predict the reactants needed to synthesize the given product. (1) Given the product [O:1]1[C:8]2[CH:7]=[C:6]([C:9]([O:11][CH2:20][Cl:21])=[O:10])[NH:5][C:4]=2[CH:3]=[CH:2]1, predict the reactants needed to synthesize it. The reactants are: [O:1]1[C:8]2[CH:7]=[C:6]([C:9]([O-:11])=[O:10])[NH:5][C:4]=2[CH:3]=[CH:2]1.[Na+].C([O-])([O-])=O.[Na+].[Na+].O.[CH2:20](Cl)[Cl:21]. (2) The reactants are: [F:1][C:2]([F:21])([F:20])[C:3]1[CH:4]=[C:5]([N:9]2[CH2:14][CH2:13][N:12]([CH2:15][CH2:16][CH2:17][CH2:18][NH2:19])[CH2:11][CH2:10]2)[CH:6]=[CH:7][CH:8]=1.C1N=CN([C:27](N2C=NC=C2)=[O:28])C=1.[C:34]1([N:40]2[CH2:45][CH2:44][NH:43][CH2:42][CH2:41]2)[CH:39]=[CH:38][CH:37]=[CH:36][CH:35]=1. Given the product [C:34]1([N:40]2[CH2:45][CH2:44][N:43]([C:27]([NH:19][CH2:18][CH2:17][CH2:16][CH2:15][N:12]3[CH2:11][CH2:10][N:9]([C:5]4[CH:6]=[CH:7][CH:8]=[C:3]([C:2]([F:1])([F:20])[F:21])[CH:4]=4)[CH2:14][CH2:13]3)=[O:28])[CH2:42][CH2:41]2)[CH:39]=[CH:38][CH:37]=[CH:36][CH:35]=1, predict the reactants needed to synthesize it. (3) Given the product [CH2:1]([S:7][S:7][CH2:1][CH2:2][S:3]([O-:6])(=[O:5])=[O:4])[CH2:2][S:3]([O-:6])(=[O:5])=[O:4].[Na+:8].[Na+:8], predict the reactants needed to synthesize it. The reactants are: [CH2:1]([SH:7])[CH2:2][S:3]([O-:6])(=[O:5])=[O:4].[Na+:8]. (4) Given the product [F:41][C:2]([F:1])([F:40])[C:3]1[CH:4]=[C:5]([C@H:13]([O:15][C@H:16]2[CH2:24][N:23]3[C@@H:18]([CH2:19][CH:20]([N:26]4[CH2:27][CH2:28][CH:29]([OH:32])[CH2:30][CH2:31]4)[CH2:21][C:22]3=[O:25])[C@@H:17]2[C:33]2[CH:38]=[CH:37][C:36]([F:39])=[CH:35][CH:34]=2)[CH3:14])[CH:6]=[C:7]([C:9]([F:11])([F:12])[F:10])[CH:8]=1, predict the reactants needed to synthesize it. The reactants are: [F:1][C:2]([F:41])([F:40])[C:3]1[CH:4]=[C:5]([C@H:13]([O:15][C@H:16]2[CH2:24][N:23]3[C@@H:18]([CH2:19][CH:20]([N:26]4[CH2:31][CH2:30][C:29](=[O:32])[CH2:28][CH2:27]4)[CH2:21][C:22]3=[O:25])[C@@H:17]2[C:33]2[CH:38]=[CH:37][C:36]([F:39])=[CH:35][CH:34]=2)[CH3:14])[CH:6]=[C:7]([C:9]([F:12])([F:11])[F:10])[CH:8]=1.[BH4-].[Na+]. (5) Given the product [Cl:1][C:2]1[N:11]=[CH:10][C:9]2[C:8]([NH:30][CH2:29][CH:28]([C:22]3[CH:27]=[CH:26][CH:25]=[CH:24][CH:23]=3)[C:31]3[CH:36]=[CH:35][CH:34]=[CH:33][N:32]=3)=[CH:7][CH:6]=[CH:5][C:4]=2[N:3]=1, predict the reactants needed to synthesize it. The reactants are: [Cl:1][C:2]1[N:11]=[C:10](Cl)[C:9]2[C:4](=[CH:5][CH:6]=[CH:7][CH:8]=2)[N:3]=1.C(N(CC)C(C)C)(C)C.[C:22]1([CH:28]([C:31]2[CH:36]=[CH:35][CH:34]=[CH:33][N:32]=2)[CH2:29][NH2:30])[CH:27]=[CH:26][CH:25]=[CH:24][CH:23]=1.